This data is from Reaction yield outcomes from USPTO patents with 853,638 reactions. The task is: Predict the reaction yield, written as a fraction of the theoretical maximum amount of product (1.0 means a 100% yield; for example, 0.34 means a 34% yield). (1) The reactants are [Cl:1][C:2]1[CH:3]=[C:4]([C:9]2[N:13]=[C:12]([CH:14]3[CH2:16][CH2:15]3)[O:11][N:10]=2)[CH:5]=[CH:6][C:7]=1[CH3:8].[Br:17]N1C(=O)CCC1=O.N(C(C)(C)C#N)=NC(C)(C)C#N. The catalyst is C(Cl)(Cl)(Cl)Cl. The product is [Br:17][CH2:8][C:7]1[CH:6]=[CH:5][C:4]([C:9]2[N:13]=[C:12]([CH:14]3[CH2:15][CH2:16]3)[O:11][N:10]=2)=[CH:3][C:2]=1[Cl:1]. The yield is 0.660. (2) The product is [CH3:8][C:6]1[N:13]=[CH:11][O:12][C:5]=1[C:4]([OH:3])=[O:10]. The reactants are C([O:3][C:4](=[O:10])[CH:5](Cl)[C:6]([CH3:8])=O)C.[CH:11]([NH2:13])=[O:12].[OH-].[Na+]. The yield is 0.645. The catalyst is CCOC(C)=O. (3) The reactants are Cl[C:2]1[N:6]([CH2:7][CH2:8][CH2:9][C:10]([O:12][CH2:13][CH3:14])=[O:11])[C:5]2[C:15]([CH:20]([CH2:23][CH3:24])[CH2:21][CH3:22])=[CH:16][CH:17]=[C:18]([Cl:19])[C:4]=2[N:3]=1.[Br:25][C:26]1[CH:32]=[C:31]([CH3:33])[CH:30]=[CH:29][C:27]=1[NH2:28].O.C1(C)C=CC(S(O)(=O)=O)=CC=1.C(=O)([O-])O.[Na+]. The catalyst is C1(C)C(C)=CC=CC=1. The product is [Br:25][C:26]1[CH:32]=[C:31]([CH3:33])[CH:30]=[CH:29][C:27]=1[NH:28][C:2]1[N:6]([CH2:7][CH2:8][CH2:9][C:10]([O:12][CH2:13][CH3:14])=[O:11])[C:5]2[C:15]([CH:20]([CH2:23][CH3:24])[CH2:21][CH3:22])=[CH:16][CH:17]=[C:18]([Cl:19])[C:4]=2[N:3]=1. The yield is 0.680. (4) The reactants are [ClH:1].[CH3:2][C:3]1[CH:4]=[CH:5][C:6]2[CH2:7][N:8](CC3C=CC=CC=3)[C@@H:9]3[C@@H:14]([C:15]=2[CH:16]=1)[C:13]1[CH:17]=[C:18]([O:23][CH3:24])[C:19]([O:21][CH3:22])=[CH:20][C:12]=1[CH2:11][CH2:10]3. The catalyst is C(O)C.[Pd]. The product is [ClH:1].[CH3:2][C:3]1[CH:4]=[CH:5][C:6]2[CH2:7][NH:8][C@@H:9]3[C@@H:14]([C:15]=2[CH:16]=1)[C:13]1[CH:17]=[C:18]([O:23][CH3:24])[C:19]([O:21][CH3:22])=[CH:20][C:12]=1[CH2:11][CH2:10]3. The yield is 0.862. (5) The reactants are C[O:2][C:3](=[O:23])[C:4]1[CH:9]=[CH:8][C:7]([CH3:10])=[C:6]([N:11]2[CH:15]=[C:14]([C:16]3[CH:17]=[N:18][CH:19]=[CH:20][CH:21]=3)[N:13]=[C:12]2S)[CH:5]=1.[N+]([O-])(O)=O.N([O-])=O.[Na+].[OH-].[Na+]. The catalyst is O.CC(O)=O. The product is [CH3:10][C:7]1[CH:8]=[CH:9][C:4]([C:3]([OH:23])=[O:2])=[CH:5][C:6]=1[N:11]1[CH:15]=[C:14]([C:16]2[CH:17]=[N:18][CH:19]=[CH:20][CH:21]=2)[N:13]=[CH:12]1. The yield is 0.220. (6) The reactants are CCCC[N+](CCCC)(CCCC)CCCC.[F-].C([Si](C)(C)[O:24][CH2:25][CH2:26][O:27][CH:28]1[CH2:33][O:32][CH:31]([C:34]2[CH:39]=[CH:38][CH:37]=[CH:36][CH:35]=2)[O:30][CH2:29]1)(C)(C)C.[Cl-].[NH4+]. The catalyst is C1COCC1. The product is [C:34]1([CH:31]2[O:32][CH2:33][CH:28]([O:27][CH2:26][CH2:25][OH:24])[CH2:29][O:30]2)[CH:35]=[CH:36][CH:37]=[CH:38][CH:39]=1. The yield is 0.170. (7) The reactants are [CH2:1]([C:4]1[CH:23]=[CH:22][CH:21]=[C:20]2[C:5]=1[CH2:6][CH:7]1[CH2:11][C:10](=[O:12])[N:9]([C:13]([O:15][C:16]([CH3:19])([CH3:18])[CH3:17])=[O:14])[CH:8]12)[CH:2]=[CH2:3].C(O[CH:29](N(C)C)[N:30]([CH3:32])[CH3:31])(C)(C)C. The catalyst is C1(C)C=CC=CC=1.C(OCC)(=O)C. The product is [CH2:1]([C:4]1[CH:23]=[CH:22][CH:21]=[C:20]2[C:5]=1[CH2:6][CH:7]1[CH:8]2[N:9]([C:13]([O:15][C:16]([CH3:18])([CH3:19])[CH3:17])=[O:14])[C:10](=[O:12])/[C:11]/1=[CH:29]\[N:30]([CH3:32])[CH3:31])[CH:2]=[CH2:3]. The yield is 0.970.